From a dataset of Reaction yield outcomes from USPTO patents with 853,638 reactions. Predict the reaction yield, written as a fraction of the theoretical maximum amount of product (1.0 means a 100% yield; for example, 0.34 means a 34% yield). The reactants are [NH2:1][C:2]1[CH:3]=[CH:4][C:5]([NH:8][C:9]2[CH:14]=[C:13]([CH3:15])[N:12]=[C:11]([NH2:16])[N:10]=2)=[N:6][CH:7]=1.C(N(CC)C1C=CC=CC=1)C.[N+:28]([C:31]1[CH:39]=[CH:38][C:34]([C:35](Cl)=[O:36])=[CH:33][CH:32]=1)([O-:30])=[O:29]. The catalyst is O1CCOCC1. The product is [NH2:16][C:11]1[N:10]=[C:9]([NH:8][C:5]2[N:6]=[CH:7][C:2]([NH:1][C:35](=[O:36])[C:34]3[CH:33]=[CH:32][C:31]([N+:28]([O-:30])=[O:29])=[CH:39][CH:38]=3)=[CH:3][CH:4]=2)[CH:14]=[C:13]([CH3:15])[N:12]=1. The yield is 0.970.